From a dataset of Catalyst prediction with 721,799 reactions and 888 catalyst types from USPTO. Predict which catalyst facilitates the given reaction. (1) Reactant: [C:1]([C:4]([C@@H:17]1[CH2:21][CH2:20][N:19](CCCCCCCO)[CH2:18]1)([C:11]1[CH:16]=[CH:15][CH:14]=[CH:13][CH:12]=1)[C:5]1[CH:10]=[CH:9][CH:8]=[CH:7][CH:6]=1)(=[O:3])[NH2:2].C(N(CC)C(C)C)(C)C.CS(C)=O.O. Product: [C:1]([C:4]([C@@H:17]1[CH2:21][CH2:20][NH:19][CH2:18]1)([C:11]1[CH:12]=[CH:13][CH:14]=[CH:15][CH:16]=1)[C:5]1[CH:10]=[CH:9][CH:8]=[CH:7][CH:6]=1)(=[O:3])[NH2:2]. The catalyst class is: 4. (2) Reactant: O1CCCC1.C[O:7][C:8]([C@H:10]1[CH2:15][CH2:14][CH2:13][C@@H:12]([C:16]2[CH:21]=[C:20]([F:22])[C:19]([F:23])=[C:18]([F:24])[CH:17]=2)[NH:11]1)=O.[H-].[Al+3].[Li+].[H-].[H-].[H-].[OH-].[Na+]. Product: [F:22][C:20]1[CH:21]=[C:16]([C@H:12]2[NH:11][C@@H:10]([CH2:8][OH:7])[CH2:15][CH2:14][CH2:13]2)[CH:17]=[C:18]([F:24])[C:19]=1[F:23]. The catalyst class is: 84. (3) Reactant: [CH:1]1[C:10]2[C:5](=[CH:6][CH:7]=[CH:8][CH:9]=2)[CH:4]=[C:3]([NH2:11])[C:2]=1[NH2:12].O[CH2:14][CH:15]([CH2:17]O)O.Cl[C:20]1[C:25](=O)C(Cl)=C(Cl)C(=O)[C:21]=1Cl. Product: [N:12]1[C:2]2[C:3]3[C:4](=[CH:21][CH:20]=[CH:25][N:11]=3)[C:5]3[CH:6]=[CH:7][CH:8]=[CH:9][C:10]=3[C:1]=2[CH:17]=[CH:15][CH:14]=1. The catalyst class is: 33. (4) Reactant: [CH2:1]([N:4]1[CH2:17][CH2:16][C:7]2[NH:8][C:9]3[CH:10]=[CH:11][C:12]([CH3:15])=[CH:13][C:14]=3[C:6]=2[CH2:5]1)[CH:2]=[CH2:3].[H-].[Na+].[O:20]1[CH2:22][CH:21]1[C:23]1[CH:28]=[CH:27][N:26]=[CH:25][CH:24]=1. Product: [CH2:1]([N:4]1[CH2:17][CH2:16][C:7]2[N:8]([CH2:22][CH:21]([C:23]3[CH:28]=[CH:27][N:26]=[CH:25][CH:24]=3)[OH:20])[C:9]3[CH:10]=[CH:11][C:12]([CH3:15])=[CH:13][C:14]=3[C:6]=2[CH2:5]1)[CH:2]=[CH2:3]. The catalyst class is: 3.